This data is from Full USPTO retrosynthesis dataset with 1.9M reactions from patents (1976-2016). The task is: Predict the reactants needed to synthesize the given product. Given the product [CH:1]1([N:8]2[C:12]3[N:13]=[C:14]([NH:17][C:18]4[CH:26]=[CH:25][C:21]([C:22]([N:38]5[CH2:39][CH2:40][C:35]6([CH2:34][N:33]([C:41]([O:43][C:44]([CH3:45])([CH3:46])[CH3:47])=[O:42])[CH2:32]6)[CH2:36][CH2:37]5)=[O:23])=[CH:20][N:19]=4)[N:15]=[CH:16][C:11]=3[CH:10]=[C:9]2[C:27](=[O:31])[N:28]([CH3:30])[CH3:29])[CH2:2][CH2:3][CH2:4][CH2:5][CH2:6][CH2:7]1, predict the reactants needed to synthesize it. The reactants are: [CH:1]1([N:8]2[C:12]3[N:13]=[C:14]([NH:17][C:18]4[CH:26]=[CH:25][C:21]([C:22](O)=[O:23])=[CH:20][N:19]=4)[N:15]=[CH:16][C:11]=3[CH:10]=[C:9]2[C:27](=[O:31])[N:28]([CH3:30])[CH3:29])[CH2:7][CH2:6][CH2:5][CH2:4][CH2:3][CH2:2]1.[CH2:32]1[C:35]2([CH2:40][CH2:39][NH:38][CH2:37][CH2:36]2)[CH2:34][N:33]1[C:41]([O:43][C:44]([CH3:47])([CH3:46])[CH3:45])=[O:42].